Dataset: HIV replication inhibition screening data with 41,000+ compounds from the AIDS Antiviral Screen. Task: Binary Classification. Given a drug SMILES string, predict its activity (active/inactive) in a high-throughput screening assay against a specified biological target. (1) The compound is O=S1(=O)Cc2ccc3c4c2-c2c(ccc5ccc(c-4c25)CS(=O)(=O)C3)C1. The result is 0 (inactive). (2) The molecule is O=c1[nH]nc(-c2ccccc2)n1O. The result is 0 (inactive). (3) The molecule is CCOC(=O)c1ccc(C(=O)C(C#N)=C2CCCN2C)[nH]1. The result is 0 (inactive). (4) The compound is O=[N+]([O-])c1ccccc1S(=O)(=O)c1ccccc1. The result is 1 (active). (5) The compound is O=C(c1ccccc1)c1cc[n+](C2=C([N-]S(=O)(=O)c3ccccc3)C(=O)c3ccccc3C2=O)cc1. The result is 0 (inactive).